From a dataset of Catalyst prediction with 721,799 reactions and 888 catalyst types from USPTO. Predict which catalyst facilitates the given reaction. Reactant: C(OC([N:8]1[CH2:14][CH2:13][C:12]([CH2:31][C:32]([O:34][C:35]([CH3:38])([CH3:37])[CH3:36])=[O:33])([C:15]2[S:16][C:17]([C:20]3[CH:25]=[CH:24][C:23]([C:26]4[O:30][CH:29]=[N:28][CH:27]=4)=[CH:22][CH:21]=3)=[CH:18][CH:19]=2)[S:11](=[O:40])(=[O:39])[CH2:10][CH2:9]1)=O)(C)(C)C.[ClH:41]. Product: [ClH:41].[O:30]1[C:26]([C:23]2[CH:22]=[CH:21][C:20]([C:17]3[S:16][C:15]([C:12]4([CH2:31][C:32]([O:34][C:35]([CH3:38])([CH3:37])[CH3:36])=[O:33])[S:11](=[O:40])(=[O:39])[CH2:10][CH2:9][NH:8][CH2:14][CH2:13]4)=[CH:19][CH:18]=3)=[CH:25][CH:24]=2)=[CH:27][N:28]=[CH:29]1. The catalyst class is: 13.